Dataset: Forward reaction prediction with 1.9M reactions from USPTO patents (1976-2016). Task: Predict the product of the given reaction. Given the reactants CCN(C(C)C)C(C)C.Cl[C:11]1[CH:12]=[CH:13][C:14]2[N:15]([C:17]([C:20]([F:23])([F:22])[F:21])=[N:18][N:19]=2)[N:16]=1.[NH:24]1[CH2:29][CH2:28][CH:27]([C:30]2[CH:39]=[CH:38][C:33]([C:34]([O:36][CH3:37])=[O:35])=[CH:32][CH:31]=2)[CH2:26][CH2:25]1.O, predict the reaction product. The product is: [F:21][C:20]([F:23])([F:22])[C:17]1[N:15]2[N:16]=[C:11]([N:24]3[CH2:29][CH2:28][CH:27]([C:30]4[CH:39]=[CH:38][C:33]([C:34]([O:36][CH3:37])=[O:35])=[CH:32][CH:31]=4)[CH2:26][CH2:25]3)[CH:12]=[CH:13][C:14]2=[N:19][N:18]=1.